Dataset: Forward reaction prediction with 1.9M reactions from USPTO patents (1976-2016). Task: Predict the product of the given reaction. (1) The product is: [C:14]([O:13][C@@H:9]1[C@@H:8]([O:17][C:18](=[O:19])[CH3:20])[C@@H:7]([O:21][C:22](=[O:23])[CH3:24])[C@@H:6]([CH2:5][O:4][C:2](=[O:3])[CH3:1])[O:11][C@H:10]1[O:34][CH2:33][C:30]1[CH:29]=[CH:28][C:27]([O:26][CH3:25])=[CH:32][CH:31]=1)(=[O:15])[CH3:16]. Given the reactants [CH3:1][C:2]([O:4][CH2:5][C@H:6]1[O:11][C@H:10](Br)[C@H:9]([O:13][C:14]([CH3:16])=[O:15])[C@@H:8]([O:17][C:18]([CH3:20])=[O:19])[C@H:7]1[O:21][C:22]([CH3:24])=[O:23])=[O:3].[CH3:25][O:26][C:27]1[CH:28]=[CH:29][C:30]([CH2:33][OH:34])=[CH:31][CH:32]=1, predict the reaction product. (2) Given the reactants C([Cl:4])(=O)C.C(OC([N:12]1[CH2:17][CH2:16][CH:15]([O:18][C:19]2[CH:24]=[CH:23][C:22]([C:25]#[N:26])=[CH:21][CH:20]=2)[CH2:14][CH2:13]1)=O)(C)(C)C, predict the reaction product. The product is: [ClH:4].[NH:12]1[CH2:13][CH2:14][CH:15]([O:18][C:19]2[CH:24]=[CH:23][C:22]([C:25]#[N:26])=[CH:21][CH:20]=2)[CH2:16][CH2:17]1.